Dataset: Peptide-MHC class I binding affinity with 185,985 pairs from IEDB/IMGT. Task: Regression. Given a peptide amino acid sequence and an MHC pseudo amino acid sequence, predict their binding affinity value. This is MHC class I binding data. (1) The peptide sequence is RAEDTAVY. The MHC is HLA-A01:01 with pseudo-sequence HLA-A01:01. The binding affinity (normalized) is 0. (2) The peptide sequence is RKMPHLFSK. The MHC is HLA-A02:03 with pseudo-sequence HLA-A02:03. The binding affinity (normalized) is 0.0847. (3) The peptide sequence is LAMLVLHQV. The MHC is HLA-B27:03 with pseudo-sequence HLA-B27:03. The binding affinity (normalized) is 0.0847. (4) The peptide sequence is ITRKEAEQF. The MHC is HLA-B27:03 with pseudo-sequence HLA-B27:03. The binding affinity (normalized) is 0.0847.